Dataset: Forward reaction prediction with 1.9M reactions from USPTO patents (1976-2016). Task: Predict the product of the given reaction. (1) Given the reactants [NH2:1][C:2]1[N:3]=[C:4](Cl)[C:5]([C:15]2[CH:22]=[CH:21][C:20]([O:23][CH3:24])=[CH:19][C:16]=2[CH:17]=[O:18])=[N:6][C:7]=1[CH2:8][C:9]1[CH:14]=[CH:13][CH:12]=[CH:11][CH:10]=1.[CH2:26]([Sn](CCCC)(CCCC)C=C)[CH2:27]CC.O, predict the reaction product. The product is: [NH2:1][C:2]1[N:3]=[C:4]([CH:26]=[CH2:27])[C:5]([C:15]2[CH:22]=[CH:21][C:20]([O:23][CH3:24])=[CH:19][C:16]=2[CH:17]=[O:18])=[N:6][C:7]=1[CH2:8][C:9]1[CH:14]=[CH:13][CH:12]=[CH:11][CH:10]=1. (2) Given the reactants [C:1]([O:5][C:6](=[O:27])[NH:7][C:8]1[CH:13]=[C:12]([O:14][CH2:15][C:16]([F:19])([F:18])[F:17])[C:11]([C:20]([F:23])([F:22])[F:21])=[CH:10][C:9]=1[N+:24]([O-])=O)([CH3:4])([CH3:3])[CH3:2], predict the reaction product. The product is: [C:1]([O:5][C:6](=[O:27])[NH:7][C:8]1[CH:13]=[C:12]([O:14][CH2:15][C:16]([F:17])([F:19])[F:18])[C:11]([C:20]([F:22])([F:23])[F:21])=[CH:10][C:9]=1[NH2:24])([CH3:4])([CH3:2])[CH3:3]. (3) The product is: [C:19]1([C:44]([C:42]2[NH:43][C:39]([CH2:38][C:36]3[S:37][CH:33]=[CH:34][CH:35]=3)=[CH:40][CH:41]=2)=[O:45])[CH:20]=[CH:21][CH:22]=[CH:24][CH:1]=1. Given the reactants [C:1]12[CH:24]=[C:22]3N=[C:19]([CH:20]=[CH:21]3)C=C3NC(C=C3)=C[C:19]3=N[C:22]([CH:21]=[CH:20]3)=[CH:24][C:1](N1)=CC=2.COC1C=CC(C([C:33]2[S:37][C:36]([CH2:38][C:39]3[NH:43][C:42]([CH:44]=[O:45])=[CH:41][CH:40]=3)=[CH:35][CH:34]=2)=O)=CC=1, predict the reaction product. (4) The product is: [CH2:1]([O:8][C:9]1[CH:10]=[CH:11][C:12]([C:15]2[CH:19]=[C:18]([C:20]([NH:22][CH:23]([CH:28]([CH3:30])[CH3:29])[C:24]([OH:26])=[O:25])=[O:21])[O:17][N:16]=2)=[CH:13][CH:14]=1)[C:2]1[CH:3]=[CH:4][CH:5]=[CH:6][CH:7]=1. Given the reactants [CH2:1]([O:8][C:9]1[CH:14]=[CH:13][C:12]([C:15]2[CH:19]=[C:18]([C:20]([NH:22][CH:23]([CH:28]([CH3:30])[CH3:29])[C:24]([O:26]C)=[O:25])=[O:21])[O:17][N:16]=2)=[CH:11][CH:10]=1)[C:2]1[CH:7]=[CH:6][CH:5]=[CH:4][CH:3]=1.O.[OH-].[Li+].Cl, predict the reaction product. (5) Given the reactants FC1C=C2C(C=CC(=O)N2)=CC=1.[H-].[Na+].CS(OCCN1CCC(NC(OC(C)(C)C)=O)CC1)(=O)=O.[F:36][C:37]1[C:46](F)=[C:45]2[C:40]([CH:41]=[CH:42][C:43](=[O:64])[N:44]2[CH2:48][CH2:49][N:50]2[CH2:55][CH2:54][CH:53]([NH:56][C:57](=[O:63])[O:58][C:59]([CH3:62])([CH3:61])[CH3:60])[CH2:52][CH2:51]2)=[CH:39][CH:38]=1, predict the reaction product. The product is: [F:36][C:37]1[CH:46]=[C:45]2[C:40]([CH:41]=[CH:42][C:43](=[O:64])[N:44]2[CH2:48][CH2:49][N:50]2[CH2:51][CH2:52][CH:53]([NH:56][C:57](=[O:63])[O:58][C:59]([CH3:60])([CH3:61])[CH3:62])[CH2:54][CH2:55]2)=[CH:39][CH:38]=1. (6) Given the reactants [H-].[Na+].[CH3:3][S:4]([NH2:7])(=[O:6])=[O:5].[Cl:8][C:9]1[CH:10]=[C:11]([C:33](O)=[O:34])[C:12]2[CH2:13][C:14]([CH3:32])([CH3:31])[CH:15]([C:19]3[CH:24]=[CH:23][CH:22]=[C:21]([N:25]4[CH2:30][CH2:29][O:28][CH2:27][CH2:26]4)[CH:20]=3)[NH:16][C:17]=2[CH:18]=1.C(N1C=CN=C1)(N1C=CN=C1)=O, predict the reaction product. The product is: [Cl:8][C:9]1[CH:10]=[C:11]([C:33]([NH:7][S:4]([CH3:3])(=[O:6])=[O:5])=[O:34])[C:12]2[CH2:13][C:14]([CH3:31])([CH3:32])[CH:15]([C:19]3[CH:24]=[CH:23][CH:22]=[C:21]([N:25]4[CH2:26][CH2:27][O:28][CH2:29][CH2:30]4)[CH:20]=3)[NH:16][C:17]=2[CH:18]=1. (7) The product is: [CH3:1][C:2]1[CH:3]=[CH:4][C:5](=[O:15])[N:6]([CH:8]2[CH2:13][CH2:12][CH:11]([N:16]3[CH2:19][CH:18]([NH:20][C:21]([CH2:23][NH:24][C:25](=[O:36])[C:26]4[CH:31]=[CH:30][CH:29]=[C:28]([C:32]([F:35])([F:33])[F:34])[CH:27]=4)=[O:22])[CH2:17]3)[CH2:10][CH2:9]2)[CH:7]=1. Given the reactants [CH3:1][C:2]1[CH:3]=[CH:4][C:5](=[O:15])[N:6]([CH:8]2[CH2:13][CH2:12][C:11](=O)[CH2:10][CH2:9]2)[CH:7]=1.[NH:16]1[CH2:19][CH:18]([NH:20][C:21]([CH2:23][NH:24][C:25](=[O:36])[C:26]2[CH:31]=[CH:30][CH:29]=[C:28]([C:32]([F:35])([F:34])[F:33])[CH:27]=2)=[O:22])[CH2:17]1, predict the reaction product.